From a dataset of Reaction yield outcomes from USPTO patents with 853,638 reactions. Predict the reaction yield, written as a fraction of the theoretical maximum amount of product (1.0 means a 100% yield; for example, 0.34 means a 34% yield). (1) The reactants are [CH3:1][O:2][C:3]([C:5]1[CH2:9][C@@H:8]([CH3:10])[CH2:7][C:6]=1[C:11]1[CH:16]=[C:15]([O:17][CH2:18][O:19][CH3:20])[CH:14]=[CH:13][C:12]=1[O:21][CH2:22][O:23][CH3:24])=[O:4]. The catalyst is [Pd].CO. The product is [CH3:1][O:2][C:3]([CH:5]1[CH2:9][CH:8]([CH3:10])[CH2:7][CH:6]1[C:11]1[CH:16]=[C:15]([O:17][CH2:18][O:19][CH3:20])[CH:14]=[CH:13][C:12]=1[O:21][CH2:22][O:23][CH3:24])=[O:4]. The yield is 1.00. (2) The reactants are [CH:1]1([CH2:6][CH:7]([C:11]2[CH:16]=[CH:15][C:14]([S:17]([CH3:20])(=[O:19])=[O:18])=[CH:13][CH:12]=2)[C:8]([OH:10])=O)[CH2:5][CH2:4][CH2:3][CH2:2]1.C(Cl)(=O)C(Cl)=O.C(N(CC)C(C)C)(C)C.[NH2:36][C:37]1[CH:46]=[CH:45][C:44]2[C:39](=[CH:40][CH:41]=[CH:42][CH:43]=2)[N:38]=1. The catalyst is C(Cl)Cl.CN(C)C=O.O1CCCC1. The product is [CH:1]1([CH2:6][CH:7]([C:11]2[CH:16]=[CH:15][C:14]([S:17]([CH3:20])(=[O:19])=[O:18])=[CH:13][CH:12]=2)[C:8]([NH:36][C:37]2[CH:46]=[CH:45][C:44]3[C:39](=[CH:40][CH:41]=[CH:42][CH:43]=3)[N:38]=2)=[O:10])[CH2:2][CH2:3][CH2:4][CH2:5]1. The yield is 0.680.